This data is from Catalyst prediction with 721,799 reactions and 888 catalyst types from USPTO. The task is: Predict which catalyst facilitates the given reaction. (1) Product: [F:1][C:2]1[CH:26]=[CH:25][CH:24]=[C:23]([F:27])[C:3]=1[CH2:4][O:5][C:6]1[C:7]2[N:8]([C:13]([C:18]([OH:20])=[O:19])=[C:14]([CH2:16][CH3:17])[N:15]=2)[CH:9]=[C:10]([CH3:12])[CH:11]=1. Reactant: [F:1][C:2]1[CH:26]=[CH:25][CH:24]=[C:23]([F:27])[C:3]=1[CH2:4][O:5][C:6]1[C:7]2[N:8]([C:13]([C:18]([O:20]CC)=[O:19])=[C:14]([CH2:16][CH3:17])[N:15]=2)[CH:9]=[C:10]([CH3:12])[CH:11]=1.[OH-].[Na+].[OH-].[Li+].Cl. The catalyst class is: 219. (2) Reactant: [Cl:1][C:2]1[CH:29]=[CH:28][CH:27]=[C:26]([Cl:30])[C:3]=1[C:4]([NH:6][C@H:7]([C:23]([O-:25])=[O:24])[CH2:8][C:9]1[CH:14]=[CH:13][C:12](OS(C(F)(F)F)(=O)=O)=[CH:11][CH:10]=1)=[O:5].[CH:31]([O-:33])=[O:32].[Na+].[CH:35]1C=CC(P(C2C=CC=CC=2)CCCP(C2C=CC=CC=2)C2C=CC=CC=2)=CC=1.CCN(C(C)C)C(C)C.C(OC(=O)C)(=O)C.[Li+].[Cl-]. Product: [Cl:1][C:2]1[CH:29]=[CH:28][CH:27]=[C:26]([Cl:30])[C:3]=1[C:4]([NH:6][C@H:7]([C:23]([O:25][CH3:35])=[O:24])[CH2:8][C:9]1[CH:14]=[CH:13][C:12]([C:31]([OH:33])=[O:32])=[CH:11][CH:10]=1)=[O:5]. The catalyst class is: 274. (3) The catalyst class is: 263. Product: [C:21]([O:25][C:26]([N:28]1[C:36]2[C:31](=[CH:32][CH:33]=[CH:34][CH:35]=2)[CH:30]=[C:29]1[C:2]1[CH:3]=[CH:4][C:5]([Cl:20])=[C:6]([NH:8][S:9]([CH2:12][C:13]2[CH:18]=[CH:17][CH:16]=[C:15]([Cl:19])[CH:14]=2)(=[O:11])=[O:10])[CH:7]=1)=[O:27])([CH3:24])([CH3:22])[CH3:23]. Reactant: Br[C:2]1[CH:3]=[CH:4][C:5]([Cl:20])=[C:6]([NH:8][S:9]([CH2:12][C:13]2[CH:18]=[CH:17][CH:16]=[C:15]([Cl:19])[CH:14]=2)(=[O:11])=[O:10])[CH:7]=1.[C:21]([O:25][C:26]([N:28]1[C:36]2[C:31](=[CH:32][CH:33]=[CH:34][CH:35]=2)[CH:30]=[C:29]1B(O)O)=[O:27])([CH3:24])([CH3:23])[CH3:22].[F-].[Cs+].O1CCOCC1. (4) Reactant: [OH:1][CH:2]1[CH2:28][O:27][C:5]2=[CH:6][CH:7]=[C:8]3[C:12]([N:11]([CH2:13][C@@H:14]([NH:16]C(=O)OCC4C=CC=CC=4)[CH3:15])[N:10]=[CH:9]3)=[C:4]2[CH:3]1[O:29][CH3:30].FC(F)(F)C(O)=O. Product: [NH2:16][C@@H:14]([CH3:15])[CH2:13][N:11]1[C:12]2[C:8](=[CH:7][CH:6]=[C:5]3[O:27][CH2:28][CH:2]([OH:1])[CH:3]([O:29][CH3:30])[C:4]3=2)[CH:9]=[N:10]1. The catalyst class is: 5. (5) Reactant: [CH3:1][C:2]1[CH:3]=[C:4]([CH:18]=[CH:19][C:20]=1[CH3:21])[C:5]([C:7]1[C:16](=[O:17])[C:15]2[C:10](=[CH:11][CH:12]=[CH:13][CH:14]=2)[NH:9][CH:8]=1)=[O:6].[H-].[Na+].Br[CH2:25][C:26]1[CH:31]=[CH:30][CH:29]=[C:28]([O:32][CH3:33])[N:27]=1. Product: [CH3:1][C:2]1[CH:3]=[C:4]([CH:18]=[CH:19][C:20]=1[CH3:21])[C:5]([C:7]1[C:16](=[O:17])[C:15]2[C:10](=[CH:11][CH:12]=[CH:13][CH:14]=2)[N:9]([CH2:25][C:26]2[CH:31]=[CH:30][CH:29]=[C:28]([O:32][CH3:33])[N:27]=2)[CH:8]=1)=[O:6]. The catalyst class is: 9. (6) Product: [C:6]([C:10]1[CH:11]=[CH:12][C:13]([O:16][CH2:1][C@@H:3]2[CH2:4][O:5]2)=[CH:14][CH:15]=1)([CH3:9])([CH3:7])[CH3:8]. Reactant: [CH2:1]([C@@H:3]1[O:5][CH2:4]1)Cl.[C:6]([C:10]1[CH:15]=[CH:14][C:13]([OH:16])=[CH:12][CH:11]=1)([CH3:9])([CH3:8])[CH3:7].[OH-].[Na+]. The catalyst class is: 6.